Dataset: Reaction yield outcomes from USPTO patents with 853,638 reactions. Task: Predict the reaction yield, written as a fraction of the theoretical maximum amount of product (1.0 means a 100% yield; for example, 0.34 means a 34% yield). (1) The reactants are [Cl:1][C:2]1[N:7]=[CH:6][C:5]([CH2:8][N:9]2[CH2:15][CH:14]=[CH:13][CH2:12][CH:11]3[O:16][C:17](=[O:19])[CH:18]=[C:10]23)=[CH:4][CH:3]=1.C1(P(C2C=CC=CC=2)C2C=CC=CC=2)C=CC=CC=1. The catalyst is C1(C)C=CC=CC=1.C1C=CC(P(C2C=CC=CC=2)C2C=CC=CC=2)=CC=1.C1C=CC(P(C2C=CC=CC=2)C2C=CC=CC=2)=CC=1.C1C=CC(P(C2C=CC=CC=2)C2C=CC=CC=2)=CC=1.[Cl-].[Rh]. The product is [Cl:1][C:2]1[N:7]=[CH:6][C:5]([CH2:8][N:9]2[CH2:15][CH2:14][CH2:13][CH2:12][CH:11]3[O:16][C:17](=[O:19])[CH:18]=[C:10]23)=[CH:4][CH:3]=1. The yield is 0.790. (2) The reactants are [CH3:1][O:2][C:3]1[CH:4]=[C:5]2[C:10](=[CH:11][C:12]=1[O:13][CH3:14])[N:9]=[CH:8][N:7]=[C:6]2[N:15]1[CH2:20][CH2:19][NH:18][CH2:17][CH2:16]1.[C:21]1([N:27]=[C:28]=[O:29])[CH:26]=[CH:25][CH:24]=[CH:23][CH:22]=1. The catalyst is C(O)C. The product is [CH3:1][O:2][C:3]1[CH:4]=[C:5]2[C:10](=[CH:11][C:12]=1[O:13][CH3:14])[N:9]=[CH:8][N:7]=[C:6]2[N:15]1[CH2:16][CH2:17][N:18]([C:28]([NH:27][C:21]2[CH:26]=[CH:25][CH:24]=[CH:23][CH:22]=2)=[O:29])[CH2:19][CH2:20]1. The yield is 0.440.